From a dataset of Forward reaction prediction with 1.9M reactions from USPTO patents (1976-2016). Predict the product of the given reaction. (1) The product is: [CH:14]([C:10]1[NH:9][C:8]([C:6]([OH:7])=[O:5])=[C:12]([CH3:13])[CH:11]=1)=[O:15]. Given the reactants [OH-].[Li+].C([O:5][C:6]([C:8]1[NH:9][C:10]([CH:14]=[O:15])=[CH:11][C:12]=1[CH3:13])=[O:7])C, predict the reaction product. (2) Given the reactants S(Cl)(Cl)(=O)=O.[CH3:27][S:24]([C:21]1[CH:22]=[CH:23][C:18]([S:17][S:17][C:18]2[CH:23]=[CH:22][C:21]([S:24]([CH3:27])(=[O:26])=[O:25])=[CH:20][CH:19]=2)=[CH:19][CH:20]=1)(=[O:26])=[O:25].[CH2:28]([O:30][C:31](=[O:45])[CH2:32][C:33]1[C:34]([CH3:44])=[CH:35][N:36]2[C:41]=1[CH:40]=[C:39]([C:42]#[N:43])[CH:38]=[CH:37]2)[CH3:29], predict the reaction product. The product is: [CH2:28]([O:30][C:31](=[O:45])[CH2:32][C:33]1[C:34]([CH3:44])=[C:35]([S:17][C:18]2[CH:19]=[CH:20][C:21]([S:24]([CH3:27])(=[O:25])=[O:26])=[CH:22][CH:23]=2)[N:36]2[C:41]=1[CH:40]=[C:39]([C:42]#[N:43])[CH:38]=[CH:37]2)[CH3:29]. (3) Given the reactants [CH3:1][Si](C=[N+]=[N-])(C)C.[CH3:8][C:9]([CH3:25])([CH3:24])[C:10]([NH:12][C:13]1[C:21]([F:22])=[CH:20][CH:19]=[C:18]([OH:23])[C:14]=1[C:15]([OH:17])=[O:16])=[O:11].C1(C)C=CC=CC=1, predict the reaction product. The product is: [CH3:8][C:9]([CH3:25])([CH3:24])[C:10]([NH:12][C:13]1[C:21]([F:22])=[CH:20][CH:19]=[C:18]([OH:23])[C:14]=1[C:15]([O:17][CH3:1])=[O:16])=[O:11]. (4) Given the reactants Cl.[NH2:2][CH2:3][C@@H:4]1[O:8][C:7](=[O:9])[N:6]([C:10]2[CH:28]=[CH:27][C:13]3[C:14]4[NH:15][N:16]=[C:17]([C:22]5[O:26][N:25]=[CH:24][CH:23]=5)[C:18]=4[CH2:19][CH2:20][CH2:21][C:12]=3[CH:11]=2)[CH2:5]1.C(N(CC)CC)C.[C:36](Cl)(=[O:43])[C:37]1[CH:42]=[CH:41][CH:40]=[CH:39][CH:38]=1, predict the reaction product. The product is: [O:26]1[C:22]([C:17]2[C:18]3[CH2:19][CH2:20][CH2:21][C:12]4[CH:11]=[C:10]([N:6]5[CH2:5][C@H:4]([CH2:3][NH:2][C:36](=[O:43])[C:37]6[CH:42]=[CH:41][CH:40]=[CH:39][CH:38]=6)[O:8][C:7]5=[O:9])[CH:28]=[CH:27][C:13]=4[C:14]=3[NH:15][N:16]=2)=[CH:23][CH:24]=[N:25]1. (5) Given the reactants [Br:1][C:2]1[CH:3]=[CH:4][C:5]([OH:13])=[C:6]([C:8](=O)[CH:9]([CH3:11])[CH3:10])[CH:7]=1.[NH2:14]O.C(OC(=O)C)(=O)C.C(=O)([O-])[O-].[Cs+].[Cs+], predict the reaction product. The product is: [Br:1][C:2]1[CH:3]=[CH:4][C:5]2[O:13][N:14]=[C:8]([CH:9]([CH3:11])[CH3:10])[C:6]=2[CH:7]=1.